The task is: Regression. Given two drug SMILES strings and cell line genomic features, predict the synergy score measuring deviation from expected non-interaction effect.. This data is from NCI-60 drug combinations with 297,098 pairs across 59 cell lines. (1) Drug 1: CC1=C(C(CCC1)(C)C)C=CC(=CC=CC(=CC(=O)O)C)C. Drug 2: CCN(CC)CCNC(=O)C1=C(NC(=C1C)C=C2C3=C(C=CC(=C3)F)NC2=O)C. Cell line: HCT-15. Synergy scores: CSS=-9.27, Synergy_ZIP=1.77, Synergy_Bliss=-3.94, Synergy_Loewe=-13.9, Synergy_HSA=-13.7. (2) Drug 1: C1CN1P(=S)(N2CC2)N3CC3. Drug 2: C1C(C(OC1N2C=NC3=C(N=C(N=C32)Cl)N)CO)O. Cell line: IGROV1. Synergy scores: CSS=17.4, Synergy_ZIP=-8.85, Synergy_Bliss=-4.68, Synergy_Loewe=-1.64, Synergy_HSA=-0.772. (3) Drug 1: C1CCN(CC1)CCOC2=CC=C(C=C2)C(=O)C3=C(SC4=C3C=CC(=C4)O)C5=CC=C(C=C5)O. Drug 2: C1CCC(C(C1)N)N.C(=O)(C(=O)[O-])[O-].[Pt+4]. Cell line: 786-0. Synergy scores: CSS=33.0, Synergy_ZIP=-5.04, Synergy_Bliss=3.86, Synergy_Loewe=-8.15, Synergy_HSA=3.09. (4) Drug 1: C1CCC(C1)C(CC#N)N2C=C(C=N2)C3=C4C=CNC4=NC=N3. Drug 2: C1CN1P(=S)(N2CC2)N3CC3. Cell line: BT-549. Synergy scores: CSS=9.05, Synergy_ZIP=1.67, Synergy_Bliss=-0.0506, Synergy_Loewe=-7.64, Synergy_HSA=-2.94. (5) Drug 1: C1=CN(C(=O)N=C1N)C2C(C(C(O2)CO)O)O.Cl. Drug 2: CC1C(C(CC(O1)OC2CC(OC(C2O)C)OC3=CC4=CC5=C(C(=O)C(C(C5)C(C(=O)C(C(C)O)O)OC)OC6CC(C(C(O6)C)O)OC7CC(C(C(O7)C)O)OC8CC(C(C(O8)C)O)(C)O)C(=C4C(=C3C)O)O)O)O. Cell line: BT-549. Synergy scores: CSS=64.3, Synergy_ZIP=-5.69, Synergy_Bliss=0.490, Synergy_Loewe=-2.04, Synergy_HSA=-0.214.